This data is from Experimentally validated miRNA-target interactions with 360,000+ pairs, plus equal number of negative samples. The task is: Binary Classification. Given a miRNA mature sequence and a target amino acid sequence, predict their likelihood of interaction. (1) The miRNA is mmu-miR-425-5p with sequence AAUGACACGAUCACUCCCGUUGA. The protein sequence of the target gene is MVFTVSCSKMSSIVDRDDSSIFDGLVEEDDKDKAKRVSRNKSEKKRRDQFNVLIKELGSMLPGNARKMDKSTVLQKSIDFLRKHKETTAQSDASEIRQDWKPTFLSNEEFTQLMLEALDGFFLAIMTDGSIIYVSESVTSLLEHLPSDLVDQSIFNFIPEGEHSEVYKILSTHLLESDSLTPEYLKSKNQLEFCCHMLRGTIDPKEPSTYEYVRFIGNFKSLTSVSTSTHNGFEGTIQRTHRPSYEDRVCFVATVRLATPQFIKEMCTVEEPNEEFTSRHSLEWKFLFLDHRAPPIIGYL.... Result: 1 (interaction). (2) The miRNA is hsa-miR-6775-5p with sequence UCGGGGCAUGGGGGAGGGAGGCUGG. The protein sequence of the target gene is MGELPGSEGMWENCPLGWVKKKASGTLAPLDFLLQRKRLWLWASEPVRPQPQGIHRFREARRQFCRMRGSRLTGGRKGFGSSGLRFGRGGFSEEVMPQPVLKAMRCAEGAWWFSPDGPAGSAASIWPAEGAEGLPGQLGRDRLEVVYSVPDNVPGQNGSRRPLVCKITGKCLSVCSEENAKAGGCSAFPLLLSQLGARMTGREHAHKGPELTTPDSGLPRPPNPALAGFRALAQHSPPLGTSTPSAVLLSAAT. Result: 0 (no interaction). (3) The miRNA is rno-miR-126a-5p with sequence CAUUAUUACUUUUGGUACGCG. The protein sequence of the target gene is MGTWILFACLVGAAFAMPLPPHPGHPGYINFSYENSHSQAINVDRIALVLTPLKWYQSMIRPPYSSYGYEPMGGWLHHQIIPVVSQQHPLTHTLQSHHHIPVVPAQQPRVRQQALMPVPGQQSMTPTQHHQPNLPLPAQQPFQPQPVQPQPHQPMQPQPPVQPMQPLLPQPPLPPMFPLRPLPPILPDLHLEAWPATDKTKQEEVD. Result: 0 (no interaction). (4) The miRNA is hsa-miR-3976 with sequence UAUAGAGAGCAGGAAGAUUAAUGU. The protein sequence of the target gene is MTEGDDQLISIRKQLENLNNATDDINSYEMKLETVKKQFCETQLMFNKEMLGIPKKLAKHISKSRQFFDLKSRESEIRRCVQQAAAQFERQKTSVEMAREQVQILHNSLNNNQELDAEKQYVDVIEQQLELVKEAEGECLKAEKCHASRVRDLLQLEMALRKCLEENGSAIKKSRPYYERKEVLTRTMNSQLELMSILEHEVQERKDSYSDSMRALEQISDQIHQERSSQSSLAPSSDAESDSS. Result: 0 (no interaction). (5) The miRNA is hsa-miR-3529-5p with sequence AGGUAGACUGGGAUUUGUUGUU. The protein sequence of the target gene is MVLDSVARIVKVQLPAYLKQLPVPDSITGFARLTVSDWLRLLPFLGVLALLGYLAVRPFFPKKKQQKDSLINLKIQKENPKVVNEINIEDLCLTKAAYCRCWRSKTFPACDGSHNKHNELTGDNVGPLILKKKEV. Result: 0 (no interaction). (6) The miRNA is hsa-miR-154-5p with sequence UAGGUUAUCCGUGUUGCCUUCG. The protein sequence of the target gene is MPEAGFQATNAFTECKFTCTSGKCLYLGSLVCNQQNDCGDNSDEENCLLVTEHPPPGIFNSELEFAQIIIIVVVVTVMVVVIVCLLNHYKVSTRSFINRPNQSRRREDGLPQEGCLWPSDSAAPRLGASEIMHAPRSRDRFTAPSFIQRDRFSRFQPTYPYVQHEIDLPPTISLSDGEEPPPYQGPCTLQLRDPEQQMELNRESVRAPPNRTIFDSDLIDIAMYSGGPCPPSSNSGISASTCSSNGRMEGPPPTYSEVMGHHPGASFLHHQRSNAHRGSRLQFQQNNAESTIVPIKGKDR.... Result: 0 (no interaction).